Dataset: Full USPTO retrosynthesis dataset with 1.9M reactions from patents (1976-2016). Task: Predict the reactants needed to synthesize the given product. (1) Given the product [Br:1][C:2]1[C:3]([C@:8]([NH:23][S@@:24]([C:26]([CH3:29])([CH3:28])[CH3:27])=[O:25])([C:11]2[CH:16]=[CH:15][C:14]([O:17][C:18]([F:21])([F:19])[F:20])=[C:13]([F:22])[CH:12]=2)[CH2:9][OH:10])=[N:4][CH:5]=[CH:6][CH:7]=1, predict the reactants needed to synthesize it. The reactants are: [Br:1][C:2]1[C:3]([C@:8]([NH:23][S@@:24]([C:26]([CH3:29])([CH3:28])[CH3:27])=[O:25])([C:11]2[CH:16]=[CH:15][C:14]([O:17][C:18]([F:21])([F:20])[F:19])=[C:13]([F:22])[CH:12]=2)[CH:9]=[O:10])=[N:4][CH:5]=[CH:6][CH:7]=1.[BH4-].[Na+].O. (2) The reactants are: Br[C:2]1[CH:3]=[C:4]2[C:9](=[CH:10][CH:11]=1)[S:8][CH2:7][CH2:6][CH:5]2[O:12][Si:13]([C:16]([CH3:19])([CH3:18])[CH3:17])([CH3:15])[CH3:14].[Li]CCCC.[CH3:25][N:26]([CH3:44])[S:27]([N:30]1[C:34]([CH:35]=[O:36])=[CH:33][N:32]=[C:31]1[Si:37]([C:40]([CH3:43])([CH3:42])[CH3:41])([CH3:39])[CH3:38])(=[O:29])=[O:28]. Given the product [CH3:25][N:26]([CH3:44])[S:27]([N:30]1[C:34]([CH:35]([C:2]2[CH:3]=[C:4]3[C:9](=[CH:10][CH:11]=2)[S:8][CH2:7][CH2:6][CH:5]3[O:12][Si:13]([C:16]([CH3:19])([CH3:18])[CH3:17])([CH3:15])[CH3:14])[OH:36])=[CH:33][N:32]=[C:31]1[Si:37]([C:40]([CH3:42])([CH3:41])[CH3:43])([CH3:39])[CH3:38])(=[O:28])=[O:29], predict the reactants needed to synthesize it. (3) Given the product [CH3:58][CH2:57][CH2:56][CH2:55][CH2:54][CH2:53][O:52][C:50](/[N:27]=[C:25](\[NH2:26])/[C:22]1[CH:21]=[CH:20][C:19]([NH:18][CH2:17][C:15]2[N:14]([CH3:28])[C:13]3[CH:29]=[CH:30][C:10]([C:8]([N:7]([C:2]4[CH:3]=[CH:4][CH:5]=[CH:6][N:1]=4)[CH2:31][CH2:32][C:33]([O:35][CH2:36][CH3:37])=[O:34])=[O:9])=[CH:11][C:12]=3[N:16]=2)=[CH:24][CH:23]=1)=[O:51], predict the reactants needed to synthesize it. The reactants are: [N:1]1[CH:6]=[CH:5][CH:4]=[CH:3][C:2]=1[N:7]([CH2:31][CH2:32][C:33]([O:35][CH2:36][CH3:37])=[O:34])[C:8]([C:10]1[CH:30]=[CH:29][C:13]2[N:14]([CH3:28])[C:15]([CH2:17][NH:18][C:19]3[CH:24]=[CH:23][C:22]([C:25](=[NH:27])[NH2:26])=[CH:21][CH:20]=3)=[N:16][C:12]=2[CH:11]=1)=[O:9].O.C(=O)([O-])[O-].[K+].[K+].N1([C:50]([O:52][CH2:53][CH2:54][CH2:55][CH2:56][CH2:57][CH3:58])=[O:51])C=CN=C1. (4) Given the product [Br:22][C:23]1[CH:30]=[C:29]([C:31]([F:32])([F:33])[F:34])[CH:28]=[CH:27][C:24]=1[CH2:25][N:3]1[C:2]([CH3:21])([CH3:1])[C:6](=[O:7])[N:5]([C:8]2[CH:15]=[CH:14][C:11]([C:12]#[N:13])=[C:10]([C:16]([F:19])([F:17])[F:18])[CH:9]=2)[C:4]1=[O:20], predict the reactants needed to synthesize it. The reactants are: [CH3:1][C:2]1([CH3:21])[C:6](=[O:7])[N:5]([C:8]2[CH:15]=[CH:14][C:11]([C:12]#[N:13])=[C:10]([C:16]([F:19])([F:18])[F:17])[CH:9]=2)[C:4](=[O:20])[NH:3]1.[Br:22][C:23]1[CH:30]=[C:29]([C:31]([F:34])([F:33])[F:32])[CH:28]=[CH:27][C:24]=1[CH2:25]Br. (5) Given the product [CH3:15][S:16][C:17]([NH:1][CH:2]1[CH2:3][CH2:4][NH:5][CH2:6][CH2:7]1)=[CH:18][N+:19]([O-:21])=[O:20], predict the reactants needed to synthesize it. The reactants are: [NH2:1][CH:2]1[CH2:7][CH2:6][N:5](C(OC(C)(C)C)=O)[CH2:4][CH2:3]1.[CH3:15][S:16][C:17](SC)=[CH:18][N+:19]([O-:21])=[O:20]. (6) Given the product [CH3:1][CH:2]([CH3:21])[CH2:3][CH:4]([C:6]1[CH:7]=[N:8][C:9]([N:12]2[CH:16]=[C:15]([C:17]([F:19])([F:18])[F:20])[CH:14]=[N:13]2)=[CH:10][CH:11]=1)[OH:5], predict the reactants needed to synthesize it. The reactants are: [CH3:1][CH:2]([CH3:21])[CH2:3][C:4]([C:6]1[CH:7]=[N:8][C:9]([N:12]2[CH:16]=[C:15]([C:17]([F:20])([F:19])[F:18])[CH:14]=[N:13]2)=[CH:10][CH:11]=1)=[O:5].[BH4-].[Na+].O.